From a dataset of HIV replication inhibition screening data with 41,000+ compounds from the AIDS Antiviral Screen. Binary Classification. Given a drug SMILES string, predict its activity (active/inactive) in a high-throughput screening assay against a specified biological target. The drug is COc1cc(C2c3cc4c(cc3OC(O)C2C)OCO4)cc(OC)c1O. The result is 0 (inactive).